This data is from Full USPTO retrosynthesis dataset with 1.9M reactions from patents (1976-2016). The task is: Predict the reactants needed to synthesize the given product. (1) The reactants are: [Cl:1][C:2]1[C:7]([F:8])=[C:6]([NH2:9])[CH:5]=[CH:4][N:3]=1.[H-].[Na+].[Cl:12][C:13]1[CH:21]=[C:20]([C:22]#[N:23])[CH:19]=[C:18]([F:24])[C:14]=1[C:15](Cl)=[O:16]. Given the product [Cl:12][C:13]1[CH:21]=[C:20]([C:22]#[N:23])[CH:19]=[C:18]([F:24])[C:14]=1[C:15]([N:9]([C:15](=[O:16])[C:14]1[C:18]([F:24])=[CH:19][C:20]([C:22]#[N:23])=[CH:21][C:13]=1[Cl:12])[C:6]1[CH:5]=[CH:4][N:3]=[C:2]([Cl:1])[C:7]=1[F:8])=[O:16], predict the reactants needed to synthesize it. (2) Given the product [CH3:14][N:3]1[CH:4]=[CH:5][C:6]([C:7]([O:9][C:10]([CH3:13])([CH3:12])[CH3:11])=[O:8])=[C:2]1[CH3:1], predict the reactants needed to synthesize it. The reactants are: [CH3:1][C:2]1[NH:3][CH:4]=[CH:5][C:6]=1[C:7]([O:9][C:10]([CH3:13])([CH3:12])[CH3:11])=[O:8].[C:14]([O-])([O-])=O.[Cs+].[Cs+].IC.O. (3) Given the product [CH2:1]([O:8][CH2:9][C:10]1([F:13])[CH2:14][O:12][CH2:11]1)[C:2]1[CH:7]=[CH:6][CH:5]=[CH:4][CH:3]=1, predict the reactants needed to synthesize it. The reactants are: [CH2:1]([O:8][CH2:9][C:10]([CH2:14]Br)([F:13])[CH2:11][OH:12])[C:2]1[CH:7]=[CH:6][CH:5]=[CH:4][CH:3]=1.C([O-])([O-])=O.[K+].[K+]. (4) Given the product [CH3:56][N:57]([CH3:62])[CH2:58][CH2:59][CH2:60][NH:61][C:33]([C:30]1[CH:31]=[CH:32][C:27]([C:24]2[CH:23]=[CH:22][C:21]([CH2:20][C@H:19]([NH:18][C:16]([C@H:13]3[CH2:12][CH2:11][C@H:10]([CH2:9][NH:8][C:6](=[O:7])[O:5][C:1]([CH3:3])([CH3:4])[CH3:2])[CH2:15][CH2:14]3)=[O:17])[C:37](=[O:55])[NH:38][C:39]3[CH:54]=[CH:53][C:42]4[NH:43][C:44]([C:46]([F:52])([F:51])[C:47]([F:48])([F:50])[F:49])=[N:45][C:41]=4[CH:40]=3)=[CH:26][CH:25]=2)=[C:28]([CH3:36])[CH:29]=1)=[O:35], predict the reactants needed to synthesize it. The reactants are: [C:1]([O:5][C:6]([NH:8][CH2:9][C@H:10]1[CH2:15][CH2:14][C@H:13]([C:16]([NH:18][C@H:19]([C:37](=[O:55])[NH:38][C:39]2[CH:54]=[CH:53][C:42]3[NH:43][C:44]([C:46]([F:52])([F:51])[C:47]([F:50])([F:49])[F:48])=[N:45][C:41]=3[CH:40]=2)[CH2:20][C:21]2[CH:26]=[CH:25][C:24]([C:27]3[CH:32]=[CH:31][C:30]([C:33]([OH:35])=O)=[CH:29][C:28]=3[CH3:36])=[CH:23][CH:22]=2)=[O:17])[CH2:12][CH2:11]1)=[O:7])([CH3:4])([CH3:3])[CH3:2].[CH3:56][N:57]([CH3:62])[CH2:58][CH2:59][CH2:60][NH2:61].C(N(CC)C(C)C)(C)C.C(P1(=O)OP(=O)(CCC)OP(=O)(CCC)O1)CC. (5) Given the product [Br:1][C:2]1[N:7]=[C:6]2[C:8]([CH3:19])=[C:9]([CH:11]([NH:20][C:21]3[CH:22]=[CH:23][C:24]([C:25]([O:27][CH3:28])=[O:26])=[CH:29][CH:30]=3)[CH:13]3[CH2:18][CH2:17][CH2:16][CH2:15][CH2:14]3)[O:10][C:5]2=[CH:4][CH:3]=1, predict the reactants needed to synthesize it. The reactants are: [Br:1][C:2]1[N:7]=[C:6]2[C:8]([CH3:19])=[C:9]([C:11]([CH:13]3[CH2:18][CH2:17][CH2:16][CH2:15][CH2:14]3)=O)[O:10][C:5]2=[CH:4][CH:3]=1.[NH2:20][C:21]1[CH:30]=[CH:29][C:24]([C:25]([O:27][CH3:28])=[O:26])=[CH:23][CH:22]=1.C(=O)([O-])O.[Na+].C([BH3-])#N.[Na+]. (6) Given the product [C:1]([O:5][CH:6]([C:12]1[S:13][C:14]([C:35]2[CH:34]=[CH:16][CH:12]=[CH:6][CH:7]=2)=[CH:15][C:16]=1[C:19]1[CH:24]=[CH:23][CH:22]=[CH:21][CH:20]=1)[C:7]([O:9][CH2:10][CH3:11])=[O:8])([CH3:4])([CH3:3])[CH3:2], predict the reactants needed to synthesize it. The reactants are: [C:1]([O:5][CH:6]([C:12]1[S:13][C:14](Br)=[CH:15][C:16]=1Br)[C:7]([O:9][CH2:10][CH3:11])=[O:8])([CH3:4])([CH3:3])[CH3:2].[C:19]1(B(O)O)[CH:24]=[CH:23][CH:22]=[CH:21][CH:20]=1.C(=O)([O-])[O-].[Na+].[Na+].[CH2:34](O)[CH3:35].